This data is from TCR-epitope binding with 47,182 pairs between 192 epitopes and 23,139 TCRs. The task is: Binary Classification. Given a T-cell receptor sequence (or CDR3 region) and an epitope sequence, predict whether binding occurs between them. (1) The epitope is LLWNGPMAV. The TCR CDR3 sequence is CSARDRSLGNTIYF. Result: 0 (the TCR does not bind to the epitope). (2) The epitope is KAYNVTQAF. The TCR CDR3 sequence is CASSLVQGVDNSPLHF. Result: 1 (the TCR binds to the epitope). (3) The epitope is GLCTLVAML. The TCR CDR3 sequence is CASSPGQVLPGEQYF. Result: 1 (the TCR binds to the epitope). (4) The epitope is KRWIIMGLNK. The TCR CDR3 sequence is CASSQDGGSGANVLTF. Result: 0 (the TCR does not bind to the epitope). (5) The epitope is YFPLQSYGF. The TCR CDR3 sequence is CSASILFQGAWDEQFF. Result: 0 (the TCR does not bind to the epitope). (6) The epitope is ELAGIGILTV. The TCR CDR3 sequence is CASSQGQGRGNTEAFF. Result: 1 (the TCR binds to the epitope). (7) The epitope is KLNVGDYFV. The TCR CDR3 sequence is CASSLGAGNTIYF. Result: 0 (the TCR does not bind to the epitope).